Dataset: NCI-60 drug combinations with 297,098 pairs across 59 cell lines. Task: Regression. Given two drug SMILES strings and cell line genomic features, predict the synergy score measuring deviation from expected non-interaction effect. (1) Drug 1: C1CCN(CC1)CCOC2=CC=C(C=C2)C(=O)C3=C(SC4=C3C=CC(=C4)O)C5=CC=C(C=C5)O. Drug 2: COC1=CC(=CC(=C1O)OC)C2C3C(COC3=O)C(C4=CC5=C(C=C24)OCO5)OC6C(C(C7C(O6)COC(O7)C8=CC=CS8)O)O. Cell line: HL-60(TB). Synergy scores: CSS=12.2, Synergy_ZIP=3.89, Synergy_Bliss=7.25, Synergy_Loewe=-28.2, Synergy_HSA=2.19. (2) Synergy scores: CSS=6.96, Synergy_ZIP=0.568, Synergy_Bliss=3.73, Synergy_Loewe=4.78, Synergy_HSA=4.78. Drug 2: CC1C(C(=O)NC(C(=O)N2CCCC2C(=O)N(CC(=O)N(C(C(=O)O1)C(C)C)C)C)C(C)C)NC(=O)C3=C4C(=C(C=C3)C)OC5=C(C(=O)C(=C(C5=N4)C(=O)NC6C(OC(=O)C(N(C(=O)CN(C(=O)C7CCCN7C(=O)C(NC6=O)C(C)C)C)C)C(C)C)C)N)C. Cell line: SN12C. Drug 1: C1CC(=O)NC(=O)C1N2CC3=C(C2=O)C=CC=C3N.